Predict the reactants needed to synthesize the given product. From a dataset of Full USPTO retrosynthesis dataset with 1.9M reactions from patents (1976-2016). (1) Given the product [C:46]([C@@H:44]([NH:43][C:42]([C:39]([CH3:41])([CH3:40])[CH2:38][O:37][C:34]1[CH:33]=[CH:32][C:31]([CH2:30][C:29]2[C:25]([O:24][C@@H:6]3[O:7][C@H:8]([CH2:19][OH:20])[C@@H:9]([OH:15])[C@H:10]([OH:11])[C@H:5]3[OH:4])=[N:26][NH:27][C:28]=2[CH:50]([CH3:52])[CH3:51])=[CH:36][CH:35]=1)=[O:49])[CH3:45])(=[O:48])[NH2:47], predict the reactants needed to synthesize it. The reactants are: C([O:4][C@@H:5]1[C@@H:10]([O:11]C(=O)C)[C@H:9]([O:15]C(=O)C)[C@@H:8]([CH2:19][O:20]C(=O)C)[O:7][C@H:6]1[O:24][C:25]1[C:29]([CH2:30][C:31]2[CH:36]=[CH:35][C:34]([O:37][CH2:38][C:39]([C:42](=[O:49])[NH:43][C@H:44]([C:46](=[O:48])[NH2:47])[CH3:45])([CH3:41])[CH3:40])=[CH:33][CH:32]=2)=[C:28]([CH:50]([CH3:52])[CH3:51])[NH:27][N:26]=1)(=O)C.C[O-].[Na+]. (2) Given the product [O:1]=[C:2]1[CH:7]=[CH:6][C:5]([C:8]2[CH:18]=[CH:17][C:11]([C:12]([O:14][CH2:15][CH:16]=[CH2:19])=[O:13])=[CH:10][CH:9]=2)=[CH:4][NH:3]1, predict the reactants needed to synthesize it. The reactants are: [O:1]=[C:2]1[CH:7]=[CH:6][C:5]([C:8]2[CH:18]=[CH:17][C:11]([C:12]([O:14][CH2:15][CH3:16])=[O:13])=[CH:10][CH:9]=2)=[CH:4][NH:3]1.[CH2:19](O)C=C. (3) Given the product [CH3:13][O:12][C:11]1[CH:10]=[CH:9][C:8]2[NH:7][C:6](=[O:14])[C:5]3[S:15][CH:16]=[CH:17][C:4]=3[C:3]=2[C:2]=1[C:26]1[CH:27]=[CH:28][C:29]([CH:32]([NH:34][C:35](=[O:41])[O:36][C:37]([CH3:40])([CH3:39])[CH3:38])[CH3:33])=[CH:30][CH:31]=1, predict the reactants needed to synthesize it. The reactants are: Br[C:2]1[C:3]2[C:4]3[CH:17]=[CH:16][S:15][C:5]=3[C:6](=[O:14])[NH:7][C:8]=2[CH:9]=[CH:10][C:11]=1[O:12][CH3:13].CC1(C)C(C)(C)OB([C:26]2[CH:31]=[CH:30][C:29]([CH:32]([NH:34][C:35](=[O:41])[O:36][C:37]([CH3:40])([CH3:39])[CH3:38])[CH3:33])=[CH:28][CH:27]=2)O1. (4) Given the product [F:14][C:15]1[CH:16]=[CH:17][C:18]([C:21]2[O:22][CH:23]=[C:24]([CH2:26][O:1][CH2:2][C:3]3([CH2:9][OH:10])[CH2:8][O:7][CH2:6][O:5][CH2:4]3)[N:25]=2)=[CH:19][CH:20]=1, predict the reactants needed to synthesize it. The reactants are: [OH:1][CH2:2][C:3]1([CH2:9][OH:10])[CH2:8][O:7][CH2:6][O:5][CH2:4]1.[I-].[H-].[Na+].[F:14][C:15]1[CH:20]=[CH:19][C:18]([C:21]2[O:22][CH:23]=[C:24]([CH2:26]O[C@@H]3CCC[C@H](OCC4C=CC=C(C)C=4C(OC)=O)C3)[N:25]=2)=[CH:17][CH:16]=1. (5) Given the product [CH3:7][O:8][C:9]1[CH:10]=[C:11]([CH2:16][CH2:17][CH2:18][OH:19])[CH:12]=[CH:13][C:14]=1[CH3:15], predict the reactants needed to synthesize it. The reactants are: [H-].[Al+3].[Li+].[H-].[H-].[H-].[CH3:7][O:8][C:9]1[CH:10]=[C:11]([CH2:16][CH2:17][C:18](O)=[O:19])[CH:12]=[CH:13][C:14]=1[CH3:15].OS(O)(=O)=O. (6) Given the product [Cl:19][C:13]1[CH:14]=[CH:15][CH:16]=[C:17]([Cl:18])[C:12]=1[C:10]1[NH:11][C:7]2[CH:6]=[C:5]([C:3]([OH:4])=[O:2])[C:21]([F:22])=[C:20]([F:23])[C:8]=2[N:9]=1, predict the reactants needed to synthesize it. The reactants are: C[O:2][C:3]([C:5]1[C:21]([F:22])=[C:20]([F:23])[C:8]2[N:9]=[C:10]([C:12]3[C:17]([Cl:18])=[CH:16][CH:15]=[CH:14][C:13]=3[Cl:19])[NH:11][C:7]=2[CH:6]=1)=[O:4].[OH-].[Na+].Cl.